From a dataset of Peptide-MHC class I binding affinity with 185,985 pairs from IEDB/IMGT. Regression. Given a peptide amino acid sequence and an MHC pseudo amino acid sequence, predict their binding affinity value. This is MHC class I binding data. The peptide sequence is GTSKIKMKW. The MHC is HLA-A26:01 with pseudo-sequence HLA-A26:01. The binding affinity (normalized) is 0.